Dataset: Forward reaction prediction with 1.9M reactions from USPTO patents (1976-2016). Task: Predict the product of the given reaction. (1) Given the reactants [O:1]1CCO[CH:2]1[C:6]1[CH:7]=[C:8]([CH:28]=[CH:29][CH:30]=1)[C:9]([NH:11][C:12]1[S:13][CH:14]=[C:15]([C:22]2[CH:27]=[CH:26][CH:25]=[CH:24][CH:23]=2)[C:16]=1[C:17]([O:19][CH2:20][CH3:21])=[O:18])=[O:10].Cl, predict the reaction product. The product is: [CH:2]([C:6]1[CH:7]=[C:8]([CH:28]=[CH:29][CH:30]=1)[C:9]([NH:11][C:12]1[S:13][CH:14]=[C:15]([C:22]2[CH:23]=[CH:24][CH:25]=[CH:26][CH:27]=2)[C:16]=1[C:17]([O:19][CH2:20][CH3:21])=[O:18])=[O:10])=[O:1]. (2) Given the reactants OC1C=C([CH2:8][NH:9][CH:10]=[C:11]2[C:20]3[C:15](=[CH:16][CH:17]=[C:18]([I:21])[CH:19]=3)[C:14](=[O:22])[NH:13][C:12]2=[O:23])C=CC=1C1C=CC=CC=1.IC1C=C2C(=CC=1)C(=O)[NH:36][C:35](=O)C2=COC.NC[C:48]1[CH:49]=[CH:50][C:51]([C:55]2[CH:60]=[CH:59][CH:58]=CN=2)=[C:52]([OH:54])[CH:53]=1, predict the reaction product. The product is: [OH:54][C:52]1[CH:53]=[C:48]([CH:49]=[CH:50][C:51]=1[C:55]1[CH:35]=[N:36][CH:58]=[CH:59][CH:60]=1)[CH2:8][NH:9][CH:10]=[C:11]1[C:20]2[C:15](=[CH:16][CH:17]=[C:18]([I:21])[CH:19]=2)[C:14](=[O:22])[NH:13][C:12]1=[O:23]. (3) Given the reactants [CH:1]1([OH:9])[CH2:8][CH2:7][CH2:6][CH2:5][CH2:4][CH:3]=[CH:2]1.C([N:13]([CH:16]([CH3:18])[CH3:17])[CH2:14]C)(C)C.[OH:19]N1C2C=CC=CC=2N=N1.NC1C=[CH:36][C:33]([CH2:34][OH:35])=[CH:32]C=1, predict the reaction product. The product is: [OH:35][CH2:34][C:33]1[CH:36]=[CH:17][C:16]([NH:13][C:14](=[O:19])[O:9][CH:1]2[CH2:8][CH2:7][CH2:6][CH2:5][CH2:4][CH:3]=[CH:2]2)=[CH:18][CH:32]=1. (4) Given the reactants [N:1]1[CH:6]=[CH:5][CH:4]=[CH:3][C:2]=1[C:7]1[C:16]2[C:11](=[CH:12][CH:13]=[CH:14][CH:15]=2)[N:10]=[CH:9][C:8]=1[CH:17]([OH:19])[CH3:18].[NH2:20][C:21]1[C:26]([C:27]#[N:28])=[C:25](Cl)[N:24]=[CH:23][N:22]=1.[H-].[Na+].[NH4+].[Cl-], predict the reaction product. The product is: [NH2:20][C:21]1[C:26]([C:27]#[N:28])=[C:25]([O:19][CH:17]([C:8]2[CH:9]=[N:10][C:11]3[C:16]([C:7]=2[C:2]2[CH:3]=[CH:4][CH:5]=[CH:6][N:1]=2)=[CH:15][CH:14]=[CH:13][CH:12]=3)[CH3:18])[N:24]=[CH:23][N:22]=1. (5) Given the reactants [P:1]([Cl:11])(Cl)([O:3][C:4]1[CH:9]=[CH:8][CH:7]=[CH:6][CH:5]=1)=[O:2].Cl.[CH:13]([O:16][C:17](=[O:21])[C@H:18]([CH3:20])[NH2:19])([CH3:15])[CH3:14].CCN(CC)CC, predict the reaction product. The product is: [Cl:11][P:1]([NH:19][C@@H:18]([CH3:20])[C:17]([O:16][CH:13]([CH3:15])[CH3:14])=[O:21])([O:3][C:4]1[CH:5]=[CH:6][CH:7]=[CH:8][CH:9]=1)=[O:2]. (6) Given the reactants F[P-](F)(F)(F)(F)F.[N:8]1(O[P+](N(C)C)(N(C)C)N(C)C)[C:12]2C=CC=CC=2N=N1.[C:28]12(NC)[CH2:37][CH:32]3[CH2:33][CH:34]([CH2:36][CH:30]([CH2:31]3)[CH2:29]1)[CH2:35]2.[CH3:40][C:41]1[C:45]([C:46]([OH:48])=O)=[CH:44][NH:43][N:42]=1.CCN(C(C)C)C(C)C, predict the reaction product. The product is: [C:28]12([CH2:12][NH:8][C:46]([C:45]3[C:41]([CH3:40])=[N:42][NH:43][CH:44]=3)=[O:48])[CH2:29][CH:30]3[CH2:31][CH:32]([CH2:33][CH:34]([CH2:36]3)[CH2:35]1)[CH2:37]2. (7) Given the reactants [OH:1][C:2]1[CH:9]=[CH:8][C:7]([CH3:10])=[CH:6][C:3]=1[CH:4]=O.C([O:13][C:14](=[O:22])[CH:15](Br)C(OCC)=O)C.C(=O)([O-])[O-].[K+].[K+].[OH-].[K+], predict the reaction product. The product is: [CH3:10][C:7]1[CH:8]=[CH:9][C:2]2[O:1][C:15]([C:14]([OH:22])=[O:13])=[CH:4][C:3]=2[CH:6]=1. (8) Given the reactants CON(C)C(C1OC(C2C=CC(C(F)(F)F)=CC=2)=NC=1C)=O.[CH3:23][C:24]1[N:25]=[C:26]([C:33]2[CH:38]=[CH:37][C:36]([C:39]([F:42])([F:41])[F:40])=[CH:35][CH:34]=2)[O:27][C:28]=1[C:29](=[O:32])[CH2:30][CH3:31].C([Mg]Br)C.CCOCC, predict the reaction product. The product is: [CH3:23][C:24]1[N:25]=[C:26]([C:33]2[CH:38]=[CH:37][C:36]([C:39]([F:42])([F:40])[F:41])=[CH:35][CH:34]=2)[O:27][C:28]=1[C:29](=[O:32])[CH2:30][CH3:31]. (9) Given the reactants [CH3:1][O:2][C:3](=[O:34])[NH:4][CH:5]([C:9]([N:11]1[CH:17]([C:18]2[NH:19][C:20]([C:23]3[CH:32]=[CH:31][C:30]4[C:25](=[CH:26][CH:27]=[C:28](Br)[CH:29]=4)[CH:24]=3)=[CH:21][N:22]=2)[CH2:16][C:13]2([CH2:15][CH2:14]2)[CH2:12]1)=[O:10])[CH:6]([CH3:8])[CH3:7].[C:35]([O:39][C:40]([N:42]1[CH:47]([C:48]2[NH:49][C:50]([C:53]3[CH:58]=[CH:57][C:56](B4OC(C)(C)C(C)(C)O4)=[CH:55][CH:54]=3)=[CH:51][N:52]=2)[CH:46]2[CH2:68][CH:43]1[CH2:44][CH2:45]2)=[O:41])([CH3:38])([CH3:37])[CH3:36].C([O-])(O)=O.[Na+].N#N, predict the reaction product. The product is: [C:35]([O:39][C:40]([N:42]1[CH:47]([C:48]2[NH:49][C:50]([C:53]3[CH:58]=[CH:57][C:56]([C:28]4[CH:27]=[CH:26][C:25]5[C:30](=[CH:31][CH:32]=[C:23]([C:20]6[NH:19][C:18]([CH:17]7[CH2:16][C:13]8([CH2:15][CH2:14]8)[CH2:12][N:11]7[C:9](=[O:10])[CH:5]([NH:4][C:3]([O:2][CH3:1])=[O:34])[CH:6]([CH3:8])[CH3:7])=[N:22][CH:21]=6)[CH:24]=5)[CH:29]=4)=[CH:55][CH:54]=3)=[CH:51][N:52]=2)[CH:46]2[CH2:68][CH:43]1[CH2:44][CH2:45]2)=[O:41])([CH3:38])([CH3:36])[CH3:37]. (10) Given the reactants [NH2:1][C:2]1[CH:7]=[CH:6][CH:5]=[CH:4][N:3]=1.Br[CH2:9][C:10](=O)[C:11]([O:13][CH2:14][CH3:15])=[O:12], predict the reaction product. The product is: [N:1]1[C:10]([C:11]([O:13][CH2:14][CH3:15])=[O:12])=[CH:9][N:3]2[CH:4]=[CH:5][CH:6]=[CH:7][C:2]=12.